Dataset: Peptide-MHC class II binding affinity with 134,281 pairs from IEDB. Task: Regression. Given a peptide amino acid sequence and an MHC pseudo amino acid sequence, predict their binding affinity value. This is MHC class II binding data. (1) The peptide sequence is GKLQIVDKIDAAFKI. The MHC is DRB1_0101 with pseudo-sequence DRB1_0101. The binding affinity (normalized) is 0.587. (2) The peptide sequence is CLEPIEGKVVQYENL. The MHC is DRB4_0101 with pseudo-sequence DRB4_0103. The binding affinity (normalized) is 0.353. (3) The peptide sequence is KTRRFLPQILAECAR. The MHC is DRB1_0404 with pseudo-sequence DRB1_0404. The binding affinity (normalized) is 0.607. (4) The MHC is DRB1_1501 with pseudo-sequence DRB1_1501. The binding affinity (normalized) is 0.320. The peptide sequence is TVDFSLDPTFTIETITLPQD. (5) The peptide sequence is PWDVVPMVTQMAMTDTT. The MHC is DRB3_0101 with pseudo-sequence DRB3_0101. The binding affinity (normalized) is 0. (6) The peptide sequence is LAWLVQASANSAAMA. The MHC is DRB1_1302 with pseudo-sequence DRB1_1302. The binding affinity (normalized) is 0.236. (7) The peptide sequence is FKAAVAAAAGAPPAD. The MHC is HLA-DQA10501-DQB10301 with pseudo-sequence HLA-DQA10501-DQB10301. The binding affinity (normalized) is 0.940.